Dataset: Reaction yield outcomes from USPTO patents with 853,638 reactions. Task: Predict the reaction yield, written as a fraction of the theoretical maximum amount of product (1.0 means a 100% yield; for example, 0.34 means a 34% yield). The reactants are O1CCCC1.[CH3:6][C:7]1[CH:8]=[CH:9][C:10]([O:13][CH2:14][C:15]2[CH:20]=[CH:19][C:18]([CH2:21][C:22](Cl)=[N:23][OH:24])=[CH:17][CH:16]=2)=[N:11][CH:12]=1.[C:26]([C:28]1[C:29]([NH2:34])=[N:30][CH:31]=[CH:32][CH:33]=1)#[CH:27].C(N(CC)CC)C. The catalyst is O. The product is [CH3:6][C:7]1[CH:8]=[CH:9][C:10]([O:13][CH2:14][C:15]2[CH:20]=[CH:19][C:18]([CH2:21][C:22]3[CH:27]=[C:26]([C:28]4[C:29]([NH2:34])=[N:30][CH:31]=[CH:32][CH:33]=4)[O:24][N:23]=3)=[CH:17][CH:16]=2)=[N:11][CH:12]=1. The yield is 0.169.